Task: Predict the reactants needed to synthesize the given product.. Dataset: Full USPTO retrosynthesis dataset with 1.9M reactions from patents (1976-2016) Given the product [NH:37]1[C:38]2[C:34](=[C:33]([C:2]3[N:3]=[C:4]([N:19]4[CH2:24][CH2:23][O:22][CH2:21][CH2:20]4)[C:5]4[S:10][C:9]([C:11]5[CH:16]=[CH:15][CH:14]=[C:13]([O:17][CH3:18])[CH:12]=5)=[CH:8][C:6]=4[N:7]=3)[CH:41]=[CH:40][CH:39]=2)[CH:35]=[N:36]1, predict the reactants needed to synthesize it. The reactants are: Cl[C:2]1[N:3]=[C:4]([N:19]2[CH2:24][CH2:23][O:22][CH2:21][CH2:20]2)[C:5]2[S:10][C:9]([C:11]3[CH:16]=[CH:15][CH:14]=[C:13]([O:17][CH3:18])[CH:12]=3)=[CH:8][C:6]=2[N:7]=1.CC1(C)C(C)(C)OB([C:33]2[CH:41]=[CH:40][CH:39]=[C:38]3[C:34]=2[CH:35]=[N:36][NH:37]3)O1.